From a dataset of Peptide-MHC class II binding affinity with 134,281 pairs from IEDB. Regression. Given a peptide amino acid sequence and an MHC pseudo amino acid sequence, predict their binding affinity value. This is MHC class II binding data. (1) The peptide sequence is AFILDGDNLFPLV. The MHC is HLA-DQA10501-DQB10201 with pseudo-sequence HLA-DQA10501-DQB10201. The binding affinity (normalized) is 0.716. (2) The peptide sequence is KPLLIIAEDVEGEY. The binding affinity (normalized) is 0.777. The MHC is HLA-DQA10501-DQB10201 with pseudo-sequence HLA-DQA10501-DQB10201. (3) The peptide sequence is KGSNPNYLALLVKYV. The MHC is DRB1_0405 with pseudo-sequence DRB1_0405. The binding affinity (normalized) is 0.525.